This data is from Full USPTO retrosynthesis dataset with 1.9M reactions from patents (1976-2016). The task is: Predict the reactants needed to synthesize the given product. (1) Given the product [NH2:1][C:2]1[N+:7]([O-:33])=[C:6]([C:8]2[CH:9]=[CH:10][CH:11]=[CH:12][CH:13]=2)[C:5]([C:14]2[CH:15]=[CH:16][C:17](=[O:23])[N:18]([CH:20]([CH3:22])[CH3:21])[N:19]=2)=[CH:4][C:3]=1[Cl:24], predict the reactants needed to synthesize it. The reactants are: [NH2:1][C:2]1[N:7]=[C:6]([C:8]2[CH:13]=[CH:12][CH:11]=[CH:10][CH:9]=2)[C:5]([C:14]2[CH:15]=[CH:16][C:17](=[O:23])[N:18]([CH:20]([CH3:22])[CH3:21])[N:19]=2)=[CH:4][C:3]=1[Cl:24].ClC1C=CC=C(C(OO)=[O:33])C=1.C([O-])(O)=O.[Na+]. (2) The reactants are: [NH2:1][OH:2].[N:3]1[CH:8]=[CH:7][CH:6]=[CH:5][C:4]=1[CH2:9][O:10][C:11]1[CH:16]=[CH:15][C:14]([C:17]2([C:24]3[CH:31]=[CH:30][C:27]([C:28]#[N:29])=[CH:26][CH:25]=3)[CH2:22][CH:21]3[CH2:23][CH:18]2[CH2:19][CH2:20]3)=[CH:13][CH:12]=1. Given the product [OH:2][N:1]=[C:28]([C:27]1[CH:30]=[CH:31][C:24]([C:17]2([C:14]3[CH:15]=[CH:16][C:11]([O:10][CH2:9][C:4]4[CH:5]=[CH:6][CH:7]=[CH:8][N:3]=4)=[CH:12][CH:13]=3)[CH2:22][CH:21]3[CH2:23][CH:18]2[CH2:19][CH2:20]3)=[CH:25][CH:26]=1)[NH2:29], predict the reactants needed to synthesize it. (3) Given the product [NH2:46][C:47]1[C:48]([C:52]2[N:53]([CH2:63][CH3:64])[C:54]3[C:59]([O:20][CH2:21][C:22]4([CH2:25][NH:26][C:27](=[O:33])[O:28][C:29]([CH3:30])([CH3:32])[CH3:31])[CH2:24][CH2:23]4)=[CH:58][N:57]=[C:56]([Cl:61])[C:55]=3[N:62]=2)=[N:49][O:50][N:51]=1, predict the reactants needed to synthesize it. The reactants are: C1(P(C2C=CC=CC=2)C2C=CC=CC=2)C=CC=CC=1.[OH:20][CH2:21][C:22]1([CH2:25][NH:26][C:27](=[O:33])[O:28][C:29]([CH3:32])([CH3:31])[CH3:30])[CH2:24][CH2:23]1.CCOC(/N=N/C(OCC)=O)=O.[NH2:46][C:47]1[C:48]([C:52]2[N:53]([CH2:63][CH3:64])[C:54]3[C:59](O)=[CH:58][N:57]=[C:56]([Cl:61])[C:55]=3[N:62]=2)=[N:49][O:50][N:51]=1. (4) Given the product [CH2:13]([O:8][CH2:7][C:6]1[O:9][C:3]([CH2:2][O:1][CH2:21][CH3:22])=[CH:4][CH:5]=1)[CH3:14], predict the reactants needed to synthesize it. The reactants are: [OH:1][CH2:2][C:3]1[O:9][C:6]([CH:7]=[O:8])=[CH:5][CH:4]=1.[H][H].O[CH2:13][C:14]1OC(CO)=CC=1.[CH2:21](O)[CH3:22].